Dataset: Forward reaction prediction with 1.9M reactions from USPTO patents (1976-2016). Task: Predict the product of the given reaction. (1) The product is: [C:6]1([S:12]([NH:15][C:16]2[CH:17]=[C:18]([C@@H:22]([OH:42])[CH2:23][NH:24][C:25]([CH3:40])([CH3:41])[CH2:26][CH2:27][N:28]3[C:36]4[C:31](=[CH:32][C:33]([C:37]([O:39][CH2:44][C:45](=[O:46])[N:47]([CH3:49])[CH3:48])=[O:38])=[CH:34][CH:35]=4)[CH:30]=[CH:29]3)[CH:19]=[CH:20][CH:21]=2)(=[O:14])=[O:13])[CH:11]=[CH:10][CH:9]=[CH:8][CH:7]=1. Given the reactants C(=O)([O-])O.[K+].[C:6]1([S:12]([NH:15][C:16]2[CH:17]=[C:18]([C@@H:22]([OH:42])[CH2:23][NH:24][C:25]([CH3:41])([CH3:40])[CH2:26][CH2:27][N:28]3[C:36]4[C:31](=[CH:32][C:33]([C:37]([OH:39])=[O:38])=[CH:34][CH:35]=4)[CH:30]=[CH:29]3)[CH:19]=[CH:20][CH:21]=2)(=[O:14])=[O:13])[CH:11]=[CH:10][CH:9]=[CH:8][CH:7]=1.Cl[CH2:44][C:45]([N:47]([CH3:49])[CH3:48])=[O:46], predict the reaction product. (2) The product is: [NH2:51][C:48]1[N:49]=[CH:50][C:45]([C:2]2[N:3]=[C:4]([N:12]3[CH2:17][CH2:16][O:15][CH2:14][CH2:13]3)[C:5]3[CH:10]=[C:9]([C:26]4[CH:27]=[C:22]([NH:21][C:18](=[O:20])[CH3:19])[CH:23]=[CH:24][CH:25]=4)[O:32][C:6]=3[N:7]=2)=[CH:46][N:47]=1. Given the reactants Cl[C:2]1[N:3]=[C:4]([N:12]2[CH2:17][CH2:16][O:15][CH2:14][CH2:13]2)[C:5]2[CH:10]=[C:9](I)S[C:6]=2[N:7]=1.[C:18]([NH:21][C:22]1[CH:23]=[C:24](B(O)O)[CH:25]=[CH:26][CH:27]=1)(=[O:20])[CH3:19].C([O-])([O-])=[O:32].[Na+].[Na+].CC1(C)C(C)(C)OB([C:45]2[CH:46]=[N:47][C:48]([NH2:51])=[N:49][CH:50]=2)O1, predict the reaction product. (3) Given the reactants [C:1]1([CH:11](O)[CH3:12])[C:10]2[C:4]([CH:5]=[CH:6][CH:7]=[CH:8][CH:9]=2)=[CH:3][CH:2]=1.[C:14]1(=[O:24])[NH:18][C:17](=[O:19])[C:16]2=[CH:20][CH:21]=[CH:22][CH:23]=[C:15]12.C(P(CCCC)CCCC)CCC.N(C(N(C)C)=O)=NC(N(C)C)=O, predict the reaction product. The product is: [C:1]1([CH:11]([N:18]2[C:14](=[O:24])[C:15]3[C:16](=[CH:20][CH:21]=[CH:22][CH:23]=3)[C:17]2=[O:19])[CH3:12])[C:10]2[C:4]([CH:5]=[CH:6][CH:7]=[CH:8][CH:9]=2)=[CH:3][CH:2]=1. (4) Given the reactants Cl.[NH2:2][C@@H:3]([CH2:7][S:8][C:9]([CH3:17])([C:11]1[CH:16]=[CH:15][CH:14]=[CH:13][CH:12]=1)[CH3:10])[C:4]([OH:6])=[O:5].[OH-].[Na+].[C:20](OC(=O)C)(=[O:22])[CH3:21].Cl, predict the reaction product. The product is: [C:20]([NH:2][C@@H:3]([CH2:7][S:8][C:9]([CH3:17])([C:11]1[CH:12]=[CH:13][CH:14]=[CH:15][CH:16]=1)[CH3:10])[C:4]([OH:6])=[O:5])(=[O:22])[CH3:21]. (5) Given the reactants CS(O[CH2:6][CH2:7][C@@H:8]([NH:19][C:20]([O:22][C:23]([CH3:26])([CH3:25])[CH3:24])=[O:21])[C:9]1[CH:14]=[CH:13][C:12]([O:15][CH:16]([F:18])[F:17])=[CH:11][CH:10]=1)(=O)=O.[C-:27]#[N:28].[Na+].[Na+].[I-], predict the reaction product. The product is: [C:27]([CH2:6][CH2:7][C@@H:8]([NH:19][C:20](=[O:21])[O:22][C:23]([CH3:26])([CH3:25])[CH3:24])[C:9]1[CH:14]=[CH:13][C:12]([O:15][CH:16]([F:18])[F:17])=[CH:11][CH:10]=1)#[N:28]. (6) Given the reactants [NH2:1][C:2]1[CH:3]=[C:4]([CH:21]=[CH:22][CH:23]=1)[O:5][C:6]1[CH:7]=[CH:8][C:9]2[N:10]([CH:12]=[C:13]([NH:15][C:16]([CH:18]3[CH2:20][CH2:19]3)=[O:17])[N:14]=2)[N:11]=1.[NH:24]1[C:32]2[C:27](=[CH:28][CH:29]=[CH:30][CH:31]=2)[C:26]([C:33](O)=[O:34])=[N:25]1.C(Cl)(=O)C(Cl)=O.O1CCCC1, predict the reaction product. The product is: [CH:18]1([C:16]([NH:15][C:13]2[N:14]=[C:9]3[CH:8]=[CH:7][C:6]([O:5][C:4]4[CH:3]=[C:2]([NH:1][C:33]([C:26]5[C:27]6[C:32](=[CH:31][CH:30]=[CH:29][CH:28]=6)[NH:24][N:25]=5)=[O:34])[CH:23]=[CH:22][CH:21]=4)=[N:11][N:10]3[CH:12]=2)=[O:17])[CH2:20][CH2:19]1.